From a dataset of Forward reaction prediction with 1.9M reactions from USPTO patents (1976-2016). Predict the product of the given reaction. (1) Given the reactants Cl[C:2]1[N:7]=[C:6]([NH2:8])[CH:5]=[CH:4][N:3]=1.[CH3:9][NH:10][CH2:11][CH2:12][OH:13].C(Cl)Cl, predict the reaction product. The product is: [NH2:8][C:6]1[CH:5]=[CH:4][N:3]=[C:2]([CH2:9][NH:10][CH2:11][CH2:12][OH:13])[N:7]=1. (2) Given the reactants [OH:1][B:2]1[C@@H:7]([NH:8][C:9](=[O:17])[CH2:10][CH2:11][C:12]2[S:13][CH:14]=[CH:15][N:16]=2)[CH2:6][C:5]2[CH:18]=[CH:19][CH:20]=[C:21]([C:22]([OH:24])=[O:23])[C:4]=2[O:3]1, predict the reaction product. The product is: [CH2:21]([O:23][C:22]([C:21]1[C:4]2[O:3][B:2]([OH:1])[C@@H:7]([NH:8][C:9](=[O:17])[CH2:10][CH2:11][C:12]3[S:13][CH:14]=[CH:15][N:16]=3)[CH2:6][C:5]=2[CH:18]=[CH:19][CH:20]=1)=[O:24])[CH2:4][CH2:5][CH3:6].